From a dataset of Full USPTO retrosynthesis dataset with 1.9M reactions from patents (1976-2016). Predict the reactants needed to synthesize the given product. (1) Given the product [F:13][C:2]1([F:1])[CH2:3][CH2:4][CH:5]([CH2:8][CH2:9][C:10](=[O:12])[C:21]([F:26])([F:25])[F:20])[CH2:6][CH2:7]1, predict the reactants needed to synthesize it. The reactants are: [F:1][C:2]1([F:13])[CH2:7][CH2:6][CH:5]([CH2:8][CH2:9][C:10]([OH:12])=O)[CH2:4][CH2:3]1.C(Cl)(=O)C(Cl)=O.[F:20][C:21]([F:26])([F:25])C(O)=O.N1C=CC=CC=1. (2) Given the product [Cl:31][C:27]1[CH:28]=[C:29]2[C:24]([CH:23]=[CH:22][C:21](/[CH:20]=[CH:19]/[C:17]3[CH:18]=[C:13]([C@H:12]([S:32][CH2:33][C:34]4([CH2:37][C:38]([OH:40])=[O:39])[CH2:35][CH2:36]4)[CH2:11][CH2:10][C:9]4[CH:8]=[CH:7][CH:6]=[CH:5][C:4]=4[C:2]([CH3:3])=[CH2:1])[CH:14]=[CH:15][CH:16]=3)=[N:30]2)=[CH:25][CH:26]=1, predict the reactants needed to synthesize it. The reactants are: [CH3:1][C:2](O)([C:4]1[CH:5]=[CH:6][CH:7]=[CH:8][C:9]=1[CH2:10][CH2:11][C@@H:12]([S:32][CH2:33][C:34]1([CH2:37][C:38]([OH:40])=[O:39])[CH2:36][CH2:35]1)[C:13]1[CH:14]=[CH:15][CH:16]=[C:17](/[CH:19]=[CH:20]/[C:21]2[CH:22]=[CH:23][C:24]3[CH:25]=[CH:26][C:27]([Cl:31])=[CH:28][C:29]=3[N:30]=2)[CH:18]=1)[CH3:3].CS(Cl)(=O)=O.O.C1(C)C=CC(S(O)(=O)=O)=CC=1. (3) Given the product [CH3:3][O:4][C:5](=[O:36])[CH2:6][C:7]1[CH:8]=[C:9]([C:13]2[CH:18]=[CH:17][CH:16]=[CH:15][C:14]=2[NH:19][C:20](=[O:35])[CH2:21][CH2:22][C:23]2[CH:24]=[C:25]([OH:33])[C:26]([OH:31])=[C:27]([OH:29])[CH:28]=2)[CH:10]=[CH:11][CH:12]=1, predict the reactants needed to synthesize it. The reactants are: N#N.[CH3:3][O:4][C:5](=[O:36])[CH2:6][C:7]1[CH:8]=[C:9]([C:13]2[CH:18]=[CH:17][CH:16]=[CH:15][C:14]=2[NH:19][C:20](=[O:35])[CH2:21][CH2:22][C:23]2[CH:28]=[C:27]([O:29]C)[C:26]([O:31]C)=[C:25]([O:33]C)[CH:24]=2)[CH:10]=[CH:11][CH:12]=1.B(Br)(Br)Br. (4) The reactants are: CCN=C=N[CH2:6][CH2:7][CH2:8][N:9]([CH3:11])C.F[P-](F)(F)(F)(F)F.N1(O[P+](N(C)C)(N(C)C)N(C)C)[C:23]2[CH:24]=[CH:25]C=[CH:27][C:22]=2N=N1.C(N(C(C)C)CC)(C)C. Given the product [NH:9]1[C:8]2[C:23](=[CH:22][CH:27]=[CH:6][CH:7]=2)[CH2:24][CH:25]=[CH:11]1, predict the reactants needed to synthesize it.